From a dataset of Full USPTO retrosynthesis dataset with 1.9M reactions from patents (1976-2016). Predict the reactants needed to synthesize the given product. (1) Given the product [C:27]([O:26][C:25](=[O:31])[NH:24][C:19]1[C:18]([C:15]2[CH:16]=[CH:17][C:12]([CH2:11][CH:10]([NH:9][C:6](=[O:8])[CH3:7])[C:32]3[NH:34][CH:35]=[C:36]([CH2:37][C:38]([CH3:41])([CH3:42])[CH2:39][CH3:40])[N:5]=3)=[CH:13][CH:14]=2)=[CH:22][N:21]([CH3:23])[N:20]=1)([CH3:29])([CH3:30])[CH3:28], predict the reactants needed to synthesize it. The reactants are: C([O-])(=O)C.[NH4+:5].[C:6]([NH:9][CH:10]([C:32]([NH:34][CH2:35][C:36](=O)[CH2:37][C:38]([CH3:42])([CH3:41])[CH2:39][CH3:40])=O)[CH2:11][C:12]1[CH:17]=[CH:16][C:15]([C:18]2[C:19]([NH:24][C:25](=[O:31])[O:26][C:27]([CH3:30])([CH3:29])[CH3:28])=[N:20][N:21]([CH3:23])[CH:22]=2)=[CH:14][CH:13]=1)(=[O:8])[CH3:7]. (2) Given the product [CH:1]1([CH2:6][C@H:7]([N:11]2[CH2:19][C:18]3[C:13](=[CH:14][CH:15]=[CH:16][CH:17]=3)[C:12]2=[O:20])[C:8]([NH:21][C:22]2[CH:26]=[CH:25][N:24]([CH2:27][CH2:28][CH2:29][OH:30])[N:23]=2)=[O:10])[CH2:2][CH2:3][CH2:4][CH2:5]1, predict the reactants needed to synthesize it. The reactants are: [CH:1]1([CH2:6][C@H:7]([N:11]2[CH2:19][C:18]3[C:13](=[CH:14][CH:15]=[CH:16][CH:17]=3)[C:12]2=[O:20])[C:8]([OH:10])=O)[CH2:5][CH2:4][CH2:3][CH2:2]1.[NH2:21][C:22]1[CH:26]=[CH:25][N:24]([CH2:27][CH2:28][CH2:29][OH:30])[N:23]=1.F[P-](F)(F)(F)(F)F.N1(O[P+](N(C)C)(N(C)C)N(C)C)C2C=CC=CC=2N=N1.C(N(CC)C(C)C)(C)C. (3) Given the product [NH2:8][C:9]1[C:18]2[C:13](=[CH:14][CH:15]=[CH:16][CH:17]=2)[C:12]([O:19][C:20]2[CH:25]=[CH:24][N:23]=[C:22]([NH2:26])[N:21]=2)=[CH:11][CH:10]=1, predict the reactants needed to synthesize it. The reactants are: C(OC([NH:8][C:9]1[C:18]2[C:13](=[CH:14][CH:15]=[CH:16][CH:17]=2)[C:12]([O:19][C:20]2[CH:25]=[CH:24][N:23]=[C:22]([NH:26]C(=O)OC(C)(C)C)[N:21]=2)=[CH:11][CH:10]=1)=O)(C)(C)C.C(O)(C(F)(F)F)=O. (4) Given the product [Br:1][C:2]1[C:7]([CH3:8])=[N:6][C:5]([I:10])=[CH:4][CH:3]=1, predict the reactants needed to synthesize it. The reactants are: [Br:1][C:2]1[CH:3]=[CH:4][C:5](N)=[N:6][C:7]=1[CH3:8].[I:10]I.N(OCCC(C)C)=O. (5) Given the product [Cl:1][C:2]1[CH:3]=[C:4]([CH2:5][SH:17])[CH:7]=[CH:8][C:9]=1[O:10][C:11]([F:14])([F:13])[F:12], predict the reactants needed to synthesize it. The reactants are: [Cl:1][C:2]1[CH:3]=[C:4]([CH:7]=[CH:8][C:9]=1[O:10][C:11]([F:14])([F:13])[F:12])[CH2:5]Br.NC(N)=[S:17].